From a dataset of Full USPTO retrosynthesis dataset with 1.9M reactions from patents (1976-2016). Predict the reactants needed to synthesize the given product. (1) Given the product [CH2:11]([O:10][C:8](=[O:9])[C:7]([F:14])([F:13])[CH2:24][NH:25][C@@H:26]1[CH2:28][C@H:27]1[C:29]1[CH:34]=[CH:33][CH:32]=[CH:31][CH:30]=1)[CH3:12], predict the reactants needed to synthesize it. The reactants are: Cl[Si](C)(C)C.Br[C:7]([F:14])([F:13])[C:8]([O:10][CH2:11][CH3:12])=[O:9].N1([CH2:24][NH:25][C@@H:26]2[CH2:28][C@H:27]2[C:29]2[CH:34]=[CH:33][CH:32]=[CH:31][CH:30]=2)C2C=CC=CC=2N=N1. (2) Given the product [CH3:20][O:19][C:16]1[CH:17]=[CH:18][C:13]([O:12][C:9]2[CH:8]=[N:22][C:23]([OH:24])=[N:25][CH:10]=2)=[CH:14][CH:15]=1, predict the reactants needed to synthesize it. The reactants are: [O-]CC.[Na+].[Na].CN(C)[CH:8]=[C:9]([O:12][C:13]1[CH:18]=[CH:17][C:16]([O:19][CH3:20])=[CH:15][CH:14]=1)[CH:10]=O.[NH2:22][C:23]([NH2:25])=[O:24]. (3) Given the product [CH:21](=[C:4](/[CH2:5][CH2:6][CH2:7][CH2:8][CH3:9])\[C:2](=[O:1])[CH3:3])/[CH3:22], predict the reactants needed to synthesize it. The reactants are: [O:1]=[C:2]([CH:4](P(=O)(OCC)OCC)[CH2:5][CH2:6][CH2:7][CH2:8][CH3:9])[CH3:3].O[Li].O.[CH:21](=O)[CH3:22].[NH4+].[Cl-]. (4) Given the product [CH3:13][C:14]1[CH:15]=[CH:16][C:17]([N+:19]([O-:21])=[O:20])=[CH:18][C:23]=1[NH:24][CH2:8][C:7]1[C:2]([NH2:1])=[N:3][C:4]([S:10][CH3:11])=[N:5][CH:6]=1, predict the reactants needed to synthesize it. The reactants are: [NH2:1][C:2]1[C:7]([CH:8]=O)=[CH:6][N:5]=[C:4]([S:10][CH3:11])[N:3]=1.C[C:13]1[CH:18]=[C:17]([N+:19]([O-:21])=[O:20])[CH:16]=[CH:15][C:14]=1N.[C:23]([BH3-])#[N:24].[Na+]. (5) Given the product [CH2:15]([O:17][C:18]1[CH:23]=[CH:22][CH:21]=[CH:20][C:19]=1[CH2:24][CH2:25][NH:26][C:12]([C:10]1[S:11][C:7]([C:4]2[CH:3]=[CH:2][N:1]=[CH:6][CH:5]=2)=[CH:8][CH:9]=1)=[O:14])[CH3:16], predict the reactants needed to synthesize it. The reactants are: [N:1]1[CH:6]=[CH:5][C:4]([C:7]2[S:11][C:10]([C:12]([OH:14])=O)=[CH:9][CH:8]=2)=[CH:3][CH:2]=1.[CH2:15]([O:17][C:18]1[CH:23]=[CH:22][CH:21]=[CH:20][C:19]=1[CH2:24][CH2:25][NH2:26])[CH3:16].